Dataset: Full USPTO retrosynthesis dataset with 1.9M reactions from patents (1976-2016). Task: Predict the reactants needed to synthesize the given product. (1) Given the product [F:1][C:2]1[CH:3]=[CH:4][C:5]([O:6][C:7]2[CH:12]=[CH:11][C:10]([C:13]3[CH:14]=[C:15]([CH:19]=[C:20]([CH3:22])[N:21]=3)[C:16]([NH:43][CH2:42][CH2:41][N:38]3[CH2:39][CH2:40][O:35][CH2:36][CH2:37]3)=[O:17])=[CH:9][CH:8]=2)=[CH:23][CH:24]=1, predict the reactants needed to synthesize it. The reactants are: [F:1][C:2]1[CH:24]=[CH:23][C:5]([O:6][C:7]2[CH:12]=[CH:11][C:10]([C:13]3[CH:14]=[C:15]([CH:19]=[C:20]([CH3:22])[N:21]=3)[C:16](O)=[O:17])=[CH:9][CH:8]=2)=[CH:4][CH:3]=1.ON1C2C=CC=CC=2N=N1.[O:35]1[CH2:40][CH2:39][N:38]([CH2:41][CH2:42][NH2:43])[CH2:37][CH2:36]1. (2) Given the product [Cl:1][C:2]1[CH:8]=[CH:7][C:5]([NH:6][C:23](=[O:24])[C:22]2[CH:26]=[CH:27][C:19]([C:17]([N:16]([CH3:29])[CH3:15])=[O:18])=[CH:20][C:21]=2[CH3:28])=[CH:4][C:3]=1[C:9]1[CH:14]=[CH:13][CH:12]=[CH:11][N:10]=1, predict the reactants needed to synthesize it. The reactants are: [Cl:1][C:2]1[CH:8]=[CH:7][C:5]([NH2:6])=[CH:4][C:3]=1[C:9]1[CH:14]=[CH:13][CH:12]=[CH:11][N:10]=1.[CH3:15][N:16]([CH3:29])[C:17]([C:19]1[CH:27]=[CH:26][C:22]([C:23](O)=[O:24])=[C:21]([CH3:28])[CH:20]=1)=[O:18]. (3) Given the product [NH2:1][C:4]1[CH:9]=[CH:8][C:7]([N:10]2[CH2:11][CH2:12][CH:13]([C:16]([O:18][CH2:19][CH3:20])=[O:17])[CH2:14][CH2:15]2)=[CH:6][CH:5]=1, predict the reactants needed to synthesize it. The reactants are: [N+:1]([C:4]1[CH:9]=[CH:8][C:7]([N:10]2[CH2:15][CH2:14][CH:13]([C:16]([O:18][CH2:19][CH3:20])=[O:17])[CH2:12][CH2:11]2)=[CH:6][CH:5]=1)([O-])=O.[NH4+].[Cl-].CCOC(C)=O. (4) Given the product [F:1][C:2]1[C:11]2[O:10][CH2:9][CH:8]([CH2:12][N:28]3[CH2:32][CH2:31][CH2:30][CH2:29]3)[O:7][C:6]=2[CH:5]=[C:4]([S:24]([CH3:27])(=[O:25])=[O:26])[CH:3]=1, predict the reactants needed to synthesize it. The reactants are: [F:1][C:2]1[C:11]2[O:10][CH2:9][CH:8]([CH2:12]OS(C3C=CC(C)=CC=3)(=O)=O)[O:7][C:6]=2[CH:5]=[C:4]([S:24]([CH3:27])(=[O:26])=[O:25])[CH:3]=1.[NH:28]1[CH2:32][CH2:31][CH2:30][CH2:29]1.